From a dataset of Reaction yield outcomes from USPTO patents with 853,638 reactions. Predict the reaction yield, written as a fraction of the theoretical maximum amount of product (1.0 means a 100% yield; for example, 0.34 means a 34% yield). (1) The catalyst is C1(C)C=CC=CC=1.O.C1(C)C=CC(S(O)(=O)=O)=CC=1. The product is [CH3:1][C:2]1([CH3:12])[C:10]2[C:5](=[CH:6][CH:7]=[CH:8][CH:9]=2)[C@@H:4]([NH:20][C@H:19]([C:13]2[CH:18]=[CH:17][CH:16]=[CH:15][CH:14]=2)[CH2:21][OH:22])[CH2:3]1. The reactants are [CH3:1][C:2]1([CH3:12])[C:10]2[C:5](=[CH:6][CH:7]=[CH:8][CH:9]=2)[C:4](=O)[CH2:3]1.[C:13]1([C@H:19]([CH2:21][OH:22])[NH2:20])[CH:18]=[CH:17][CH:16]=[CH:15][CH:14]=1.CC(O)=O.[BH4-].[Na+]. The yield is 0.740. (2) The reactants are [F:1][C:2]1[CH:3]=[C:4]([NH2:20])[CH:5]=[CH:6][C:7]=1[O:8][C:9]1[C:10]2[S:17][C:16]([S:18][CH3:19])=[CH:15][C:11]=2[N:12]=[CH:13][N:14]=1.[C:21]1([CH2:27][C:28]([N:30]=[C:31]=[S:32])=[O:29])[CH:26]=[CH:25][CH:24]=[CH:23][CH:22]=1. The catalyst is C1COCC1. The product is [F:1][C:2]1[CH:3]=[C:4]([NH:20][C:31]([NH:30][C:28](=[O:29])[CH2:27][C:21]2[CH:22]=[CH:23][CH:24]=[CH:25][CH:26]=2)=[S:32])[CH:5]=[CH:6][C:7]=1[O:8][C:9]1[C:10]2[S:17][C:16]([S:18][CH3:19])=[CH:15][C:11]=2[N:12]=[CH:13][N:14]=1. The yield is 0.520. (3) The reactants are [Cl:1][C:2]1[N:7]=[CH:6][C:5]([C:8](Cl)=[O:9])=[CH:4][CH:3]=1.[NH2:11][C:12]1[CH:13]=[C:14]([NH:19][C:20](=[O:34])[C:21]2[CH:26]=[C:25]([N:27]3[CH2:32][CH2:31][O:30][CH2:29][CH2:28]3)[CH:24]=[C:23]([F:33])[CH:22]=2)[CH:15]=[CH:16][C:17]=1[CH3:18]. No catalyst specified. The product is [Cl:1][C:2]1[N:7]=[CH:6][C:5]([C:8]([NH:11][C:12]2[CH:13]=[C:14]([NH:19][C:20](=[O:34])[C:21]3[CH:26]=[C:25]([N:27]4[CH2:28][CH2:29][O:30][CH2:31][CH2:32]4)[CH:24]=[C:23]([F:33])[CH:22]=3)[CH:15]=[CH:16][C:17]=2[CH3:18])=[O:9])=[CH:4][CH:3]=1. The yield is 0.740.